From a dataset of Reaction yield outcomes from USPTO patents with 853,638 reactions. Predict the reaction yield, written as a fraction of the theoretical maximum amount of product (1.0 means a 100% yield; for example, 0.34 means a 34% yield). (1) The reactants are [CH2:1]([NH2:8])[C:2]1[CH:7]=[CH:6][CH:5]=[CH:4][CH:3]=1.[CH3:9][O:10][C:11]1[CH:12]=[C:13]2[C:18](=[CH:19][CH:20]=1)[CH:17]=[C:16]([CH:21]=O)[CH:15]=[CH:14]2.[O-]S([O-])(=O)=O.[Mg+2]. The catalyst is C(Cl)Cl. The product is [CH2:1]([N:8]=[CH:21][C:16]1[CH:15]=[CH:14][C:13]2[C:18](=[CH:19][CH:20]=[C:11]([O:10][CH3:9])[CH:12]=2)[CH:17]=1)[C:2]1[CH:7]=[CH:6][CH:5]=[CH:4][CH:3]=1. The yield is 0.980. (2) The reactants are Cl[C:2]1[CH:12]=[C:11]([O:13][C:14]2[CH:19]=[CH:18][CH:17]=[CH:16][CH:15]=2)[C:5]([C:6]([O:8][CH2:9][CH3:10])=[O:7])=[CH:4][N:3]=1.[CH3:20][C:21]1[N:22]=[C:23]([NH2:26])[S:24][CH:25]=1.P([O-])([O-])([O-])=O.[K+].[K+].[K+].O. The catalyst is C1(C)C=CC=CC=1.C1C=CC(/C=C/C(/C=C/C2C=CC=CC=2)=O)=CC=1.C1C=CC(/C=C/C(/C=C/C2C=CC=CC=2)=O)=CC=1.C1C=CC(/C=C/C(/C=C/C2C=CC=CC=2)=O)=CC=1.[Pd].[Pd].C1(P(C2C=CC=CC=2)C2C3OC4C(=CC=CC=4P(C4C=CC=CC=4)C4C=CC=CC=4)C(C)(C)C=3C=CC=2)C=CC=CC=1. The product is [CH3:20][C:21]1[N:22]=[C:23]([NH:26][C:2]2[CH:12]=[C:11]([O:13][C:14]3[CH:19]=[CH:18][CH:17]=[CH:16][CH:15]=3)[C:5]([C:6]([O:8][CH2:9][CH3:10])=[O:7])=[CH:4][N:3]=2)[S:24][CH:25]=1. The yield is 0.678. (3) The catalyst is [F-].[K+].C(#N)C.C(OCC)(=O)C. The product is [Br:37][C:34]1[N:35]=[CH:36][C:31]2[NH:30][C:29]3[N:38]=[CH:39][C:26]([C:12]4[CH:11]=[CH:10][C:9]([CH2:8][N:5]5[CH2:4][CH2:3][C:2]([CH3:1])([CH3:24])[CH2:7][CH2:6]5)=[CH:14][CH:13]=4)=[CH:27][C:28]=3[C:32]=2[CH:33]=1. The yield is 0.330. The reactants are [CH3:1][C:2]1([CH3:24])[CH2:7][CH2:6][N:5]([CH2:8][C:9]2[CH:14]=[CH:13][C:12](B3OC(C)(C)C(C)(C)O3)=[CH:11][CH:10]=2)[CH2:4][CH2:3]1.I[C:26]1[CH:39]=[N:38][C:29]2[NH:30][C:31]3[CH:36]=[N:35][C:34]([Br:37])=[CH:33][C:32]=3[C:28]=2[CH:27]=1.